From a dataset of Forward reaction prediction with 1.9M reactions from USPTO patents (1976-2016). Predict the product of the given reaction. (1) Given the reactants [I:1]Cl.[NH2:3][C:4]1[CH:11]=[CH:10][CH:9]=[CH:8][C:5]=1[C:6]#[N:7].O, predict the reaction product. The product is: [NH2:3][C:4]1[CH:11]=[CH:10][C:9]([I:1])=[CH:8][C:5]=1[C:6]#[N:7]. (2) Given the reactants FC(F)(F)C(O)=O.[S:8]1[C:12]2[CH:13]=[CH:14][CH:15]=[CH:16][C:11]=2[N:10]=[C:9]1[S:17]([N:20]1[CH2:25][CH2:24][NH:23][CH2:22][C:21]1=[O:26])(=[O:19])=[O:18].[CH3:27][S:28][CH2:29][CH2:30][O:31][C:32]([NH:34][C:35]1[NH:36][C:37](=[O:48])[C:38]2[N:39]=[CH:40][N:41]([CH2:44][C:45](O)=[O:46])[C:42]=2[N:43]=1)=[O:33], predict the reaction product. The product is: [S:8]1[C:12]2[CH:13]=[CH:14][CH:15]=[CH:16][C:11]=2[N:10]=[C:9]1[S:17]([N:20]1[CH2:25][CH2:24][N:23]([C:45](=[O:46])[CH2:44][N:41]2[CH:40]=[N:39][C:38]3[C:37](=[O:48])[NH:36][C:35]([NH:34][C:32]([O:31][CH2:30][CH2:29][S:28][CH3:27])=[O:33])=[N:43][C:42]2=3)[CH2:22][C:21]1=[O:26])(=[O:19])=[O:18].